Dataset: Peptide-MHC class II binding affinity with 134,281 pairs from IEDB. Task: Regression. Given a peptide amino acid sequence and an MHC pseudo amino acid sequence, predict their binding affinity value. This is MHC class II binding data. (1) The peptide sequence is VRKDISEWQPSKGWN. The MHC is HLA-DQA10201-DQB10402 with pseudo-sequence HLA-DQA10201-DQB10402. The binding affinity (normalized) is 0.447. (2) The peptide sequence is AFKVENGSAAPQLTK. The MHC is DRB1_1201 with pseudo-sequence DRB1_1201. The binding affinity (normalized) is 0.173. (3) The MHC is DRB1_0404 with pseudo-sequence DRB1_0404. The peptide sequence is GERQIVDKIDAAFKI. The binding affinity (normalized) is 0.494.